Dataset: Forward reaction prediction with 1.9M reactions from USPTO patents (1976-2016). Task: Predict the product of the given reaction. Given the reactants [F:1][C:2]1[CH:3]=[C:4]([N:22]([C:31]2[CH:36]=[CH:35][C:34]([F:37])=[CH:33][CH:32]=2)[C:23]([C:25]2([C:28]([NH2:30])=[O:29])[CH2:27][CH2:26]2)=[O:24])[CH:5]=[CH:6][C:7]=1[O:8][C:9]1[C:18]2[C:13](=[CH:14][C:15]([OH:21])=[C:16]([O:19][CH3:20])[CH:17]=2)[N:12]=[CH:11][CH:10]=1.CS(O[CH2:43][CH2:44][CH2:45][N:46]1[CH2:52][CH:51]([OH:53])[C:48]2([CH2:50][CH2:49]2)[CH2:47]1)(=O)=O.C([O-])([O-])=O.[Cs+].[Cs+], predict the reaction product. The product is: [OH:53][CH:51]1[C:48]2([CH2:50][CH2:49]2)[CH2:47][N:46]([CH2:45][CH2:44][CH2:43][O:21][C:15]2[CH:14]=[C:13]3[C:18]([C:9]([O:8][C:7]4[CH:6]=[CH:5][C:4]([N:22]([C:31]5[CH:36]=[CH:35][C:34]([F:37])=[CH:33][CH:32]=5)[C:23]([C:25]5([C:28]([NH2:30])=[O:29])[CH2:27][CH2:26]5)=[O:24])=[CH:3][C:2]=4[F:1])=[CH:10][CH:11]=[N:12]3)=[CH:17][C:16]=2[O:19][CH3:20])[CH2:52]1.